This data is from Full USPTO retrosynthesis dataset with 1.9M reactions from patents (1976-2016). The task is: Predict the reactants needed to synthesize the given product. (1) Given the product [CH3:21][C:20]1[CH:22]=[CH:23][C:17]([S:14]([O:6][CH2:5][CH2:4][CH2:3][S:2][CH3:1])(=[O:16])=[O:15])=[CH:18][CH:19]=1, predict the reactants needed to synthesize it. The reactants are: [CH3:1][S:2][CH2:3][CH2:4][CH2:5][OH:6].C(N(CC)CC)C.[S:14](Cl)([C:17]1[CH:23]=[CH:22][C:20]([CH3:21])=[CH:19][CH:18]=1)(=[O:16])=[O:15]. (2) Given the product [NH:7]1[C:3]2[C:2](=[N:1][CH:6]=[CH:5][CH:4]=2)[N:8]=[C:9]1[SH:10], predict the reactants needed to synthesize it. The reactants are: [N:1]1[CH:6]=[CH:5][CH:4]=[C:3]([NH2:7])[C:2]=1[NH2:8].[C:9](=S)=[S:10]. (3) Given the product [Cl:1][C:2]1[CH:3]=[CH:4][C:5]2[C:11]3[N:12]([CH:24]4[CH2:29][CH2:28][CH2:27][CH2:26][CH2:25]4)[C:13]4[C:18]([C:10]=3[CH2:9][CH2:8][N:7]([CH2:30][CH2:31][N:32]3[CH2:37][CH2:36][CH2:35][CH2:34][CH2:33]3)[C:6]=2[CH:38]=1)=[CH:17][C:16]([C:19]([OH:21])=[O:20])=[CH:15][CH:14]=4, predict the reactants needed to synthesize it. The reactants are: [Cl:1][C:2]1[CH:3]=[CH:4][C:5]2[C:11]3[N:12]([CH:24]4[CH2:29][CH2:28][CH2:27][CH2:26][CH2:25]4)[C:13]4[C:18]([C:10]=3[CH2:9][CH2:8][N:7]([CH2:30][CH2:31][N:32]3[CH2:37][CH2:36][CH2:35][CH2:34][CH2:33]3)[C:6]=2[CH:38]=1)=[CH:17][C:16]([C:19]([O:21]CC)=[O:20])=[CH:15][CH:14]=4.[OH-].[Na+].[OH-].[Li+].O. (4) Given the product [C:1]([O:5][C:6]([N:8]1[CH2:9][CH2:10][CH:11]([CH:14]2[CH2:18][C:17]3[CH:19]=[C:20]([C:23]4[CH:28]=[CH:27][C:26]([S:29]([CH3:32])(=[O:31])=[O:30])=[CH:25][CH:24]=4)[CH:21]=[CH:22][C:16]=3[O:15]2)[CH2:12][CH2:13]1)=[O:7])([CH3:4])([CH3:3])[CH3:2], predict the reactants needed to synthesize it. The reactants are: [C:1]([O:5][C:6]([N:8]1[CH2:13][CH2:12][CH:11]([C:14]2[O:15][C:16]3[CH:22]=[CH:21][C:20]([C:23]4[CH:28]=[CH:27][C:26]([S:29]([CH3:32])(=[O:31])=[O:30])=[CH:25][CH:24]=4)=[CH:19][C:17]=3[CH:18]=2)[CH2:10][CH2:9]1)=[O:7])([CH3:4])([CH3:3])[CH3:2].C(O)C. (5) Given the product [CH:8]1([C:6]2[N:5]=[CH:4][N:3]=[C:2]([NH:22][CH2:21][C:19]3[CH:20]=[C:15]4[CH:14]=[C:13]([C:12]([F:25])([F:24])[F:11])[NH:23][C:16]4=[N:17][CH:18]=3)[CH:7]=2)[CH2:10][CH2:9]1, predict the reactants needed to synthesize it. The reactants are: Cl[C:2]1[CH:7]=[C:6]([CH:8]2[CH2:10][CH2:9]2)[N:5]=[CH:4][N:3]=1.[F:11][C:12]([F:25])([F:24])[C:13]1[NH:23][C:16]2=[N:17][CH:18]=[C:19]([CH2:21][NH2:22])[CH:20]=[C:15]2[CH:14]=1.CCN(C(C)C)C(C)C.O. (6) Given the product [ClH:29].[CH3:1][C:2]1[CH:3]=[CH:4][CH:5]=[C:6]([O:8][C:9]2[CH:28]=[CH:27][CH:26]=[C:11]([CH:12]=[C:13]3[CH2:18][CH2:17][NH:16][CH2:15][CH2:14]3)[CH:10]=2)[N:7]=1, predict the reactants needed to synthesize it. The reactants are: [CH3:1][C:2]1[N:7]=[C:6]([O:8][C:9]2[CH:10]=[C:11]([CH:26]=[CH:27][CH:28]=2)[CH:12]=[C:13]2[CH2:18][CH2:17][N:16](C(OC(C)(C)C)=O)[CH2:15][CH2:14]2)[CH:5]=[CH:4][CH:3]=1.[ClH:29].O1CCOCC1. (7) Given the product [NH2:1][CH:4]([C:6]1[N:7]=[C:8]2[S:22][CH:21]=[C:20]([CH3:23])[N:9]2[C:10](=[O:19])[C:11]=1[C:12]1[CH:17]=[CH:16][CH:15]=[C:14]([F:18])[CH:13]=1)[CH3:5], predict the reactants needed to synthesize it. The reactants are: [N:1]([CH:4]([C:6]1[N:7]=[C:8]2[S:22][CH:21]=[C:20]([CH3:23])[N:9]2[C:10](=[O:19])[C:11]=1[C:12]1[CH:17]=[CH:16][CH:15]=[C:14]([F:18])[CH:13]=1)[CH3:5])=[N+]=[N-].CP(C)C.C(OCC)(=O)C. (8) Given the product [NH2:11][C:7]1[C:6]2[N:5]([C:4]([C@@H:12]3[CH2:17][CH2:16][CH2:15][N:14]([C:23]([C:19]4([CH3:18])[CH2:22][O:21][CH2:20]4)=[O:24])[CH2:13]3)=[N:3][C:2]=2[Br:1])[CH:10]=[CH:9][N:8]=1, predict the reactants needed to synthesize it. The reactants are: [Br:1][C:2]1[N:3]=[C:4]([C@@H:12]2[CH2:17][CH2:16][CH2:15][NH:14][CH2:13]2)[N:5]2[CH:10]=[CH:9][N:8]=[C:7]([NH2:11])[C:6]=12.[CH3:18][C:19]1([C:23](O)=[O:24])[CH2:22][O:21][CH2:20]1.C(N(CC)CC)C.C(P1(=O)OP(=O)(CCC)OP(=O)(CCC)O1)CC. (9) The reactants are: [CH3:1][CH:2]([CH3:11])[C:3](=[O:10])[CH2:4][C:5]([O:7][CH2:8][CH3:9])=[O:6].[C:12](=O)([O-])[O-].[K+].[K+].CI. Given the product [CH3:12][CH:4]([C:3](=[O:10])[CH:2]([CH3:1])[CH3:11])[C:5]([O:7][CH2:8][CH3:9])=[O:6], predict the reactants needed to synthesize it. (10) Given the product [CH3:1][N:2]1[CH:6]=[C:5]([CH:7]([OH:8])[CH3:13])[CH:4]=[N:3]1, predict the reactants needed to synthesize it. The reactants are: [CH3:1][N:2]1[CH:6]=[C:5]([CH:7]=[O:8])[CH:4]=[N:3]1.CBr.[Mg].O.[CH:13](Cl)(Cl)Cl.